Dataset: Reaction yield outcomes from USPTO patents with 853,638 reactions. Task: Predict the reaction yield, written as a fraction of the theoretical maximum amount of product (1.0 means a 100% yield; for example, 0.34 means a 34% yield). (1) The reactants are [N:1]1[S:2][N:3]=[C:4]2[CH:9]=[C:8]([C:10]3[O:14][C:13]([CH3:16])([CH3:15])[C:12](=[O:17])[CH:11]=3)[CH:7]=[CH:6][C:5]=12.C1C(=O)N([Br:25])C(=O)C1. The catalyst is C(Cl)(Cl)Cl.C(Cl)Cl. The product is [N:1]1[S:2][N:3]=[C:4]2[CH:9]=[C:8]([C:10]3[O:14][C:13]([CH3:15])([CH3:16])[C:12](=[O:17])[C:11]=3[Br:25])[CH:7]=[CH:6][C:5]=12. The yield is 0.690. (2) The reactants are [C:1]([C:4]1[S:5][CH:6]=[CH:7][CH:8]=1)(=O)C.[S:9]1[CH:13]=[CH:12][CH:11]=[C:10]1[C:14]([CH2:16][C:17]#[N:18])=[O:15].C1(=[O:24])CCCC1.N1CCOCC1.[S]. No catalyst specified. The product is [NH2:18][C:17]1[S:5](=[O:24])[C:6]2[CH2:7][CH2:8][CH2:4][C:1]=2[C:16]=1[C:14]([C:10]1[S:9][CH:13]=[CH:12][CH:11]=1)=[O:15]. The yield is 0.670. (3) The reactants are [CH3:1][NH:2][C:3]1[N:8]=[C:7]([CH2:9][CH2:10][O:11][C:12]2[CH:17]=[CH:16][C:15]([CH2:18][C@@H:19]([C:26]3[S:27][CH:28]=[CH:29][N:30]=3)[CH2:20][C:21]([O:23]CC)=[O:22])=[CH:14][CH:13]=2)[CH:6]=[CH:5][CH:4]=1.CNC1N=C(CCOC2C=CC(CC(C3SC=CN=3)CC(OCC)=O)=CC=2)C=CC=1. The catalyst is O. The product is [CH3:1][NH:2][C:3]1[N:8]=[C:7]([CH2:9][CH2:10][O:11][C:12]2[CH:17]=[CH:16][C:15]([CH2:18][C@@H:19]([C:26]3[S:27][CH:28]=[CH:29][N:30]=3)[CH2:20][C:21]([OH:23])=[O:22])=[CH:14][CH:13]=2)[CH:6]=[CH:5][CH:4]=1. The yield is 0.400.